From a dataset of Full USPTO retrosynthesis dataset with 1.9M reactions from patents (1976-2016). Predict the reactants needed to synthesize the given product. (1) Given the product [Br:17][C:18]1[CH:23]=[CH:22][C:21]([N:24]2[C:10]([CH:12]3[CH2:14][CH2:13]3)=[C:5]([C:4]([O:3][CH2:1][CH3:2])=[O:15])[CH:6]=[N:7]2)=[CH:20][CH:19]=1, predict the reactants needed to synthesize it. The reactants are: [CH2:1]([O:3][C:4](=[O:15])[C:5]([C:10]([CH:12]1[CH2:14][CH2:13]1)=O)=[CH:6][N:7](C)C)[CH3:2].Cl.[Br:17][C:18]1[CH:23]=[CH:22][C:21]([NH:24]N)=[CH:20][CH:19]=1.CCN(C(C)C)C(C)C. (2) Given the product [Cl:17][C:18]1[C:23]([NH:24][S:25]([C:28]2[CH:33]=[CH:32][C:31]([F:34])=[CH:30][C:29]=2[F:35])(=[O:27])=[O:26])=[CH:22][C:21]([C:2]2[CH:3]=[CH:4][C:5]3[N:6]=[CH:7][N:8]=[C:9]([NH:12][CH:13]4[CH2:16][CH2:15][CH2:14]4)[C:10]=3[N:11]=2)=[CH:20][N:19]=1, predict the reactants needed to synthesize it. The reactants are: Cl[C:2]1[CH:3]=[CH:4][C:5]2[N:6]=[CH:7][N:8]=[C:9]([NH:12][CH:13]3[CH2:16][CH2:15][CH2:14]3)[C:10]=2[N:11]=1.[Cl:17][C:18]1[C:23]([NH:24][S:25]([C:28]2[CH:33]=[CH:32][C:31]([F:34])=[CH:30][C:29]=2[F:35])(=[O:27])=[O:26])=[CH:22][C:21](B2OC(C)(C)C(C)(C)O2)=[CH:20][N:19]=1.C(=O)(O)[O-].[Na+]. (3) Given the product [CH3:1][O:2][C:3]1[CH:8]=[CH:7][C:6]([C:9]2([C:10]#[N:11])[CH2:19][CH2:18][O:17][CH2:16][CH2:15]2)=[CH:5][CH:4]=1, predict the reactants needed to synthesize it. The reactants are: [CH3:1][O:2][C:3]1[CH:8]=[CH:7][C:6]([CH2:9][C:10]#[N:11])=[CH:5][CH:4]=1.[H-].[Na+].Cl[CH2:15][CH2:16][O:17][CH2:18][CH2:19]Cl. (4) Given the product [C:18]([O:22][C:23]([N:25]1[CH2:30][CH2:29][CH:28]([N:31]([C:14]([C:11]2[CH:10]=[C:9]([C:6]3[CH:7]=[CH:8][C:3]([C:1]#[N:2])=[C:4]([F:17])[CH:5]=3)[O:13][N:12]=2)=[O:16])[CH:32]2[CH2:33][CH2:34]2)[CH2:27][CH2:26]1)=[O:24])([CH3:21])([CH3:19])[CH3:20], predict the reactants needed to synthesize it. The reactants are: [C:1]([C:3]1[CH:8]=[CH:7][C:6]([C:9]2[O:13][N:12]=[C:11]([C:14]([OH:16])=O)[CH:10]=2)=[CH:5][C:4]=1[F:17])#[N:2].[C:18]([O:22][C:23]([N:25]1[CH2:30][CH2:29][CH:28]([NH:31][CH:32]2[CH2:34][CH2:33]2)[CH2:27][CH2:26]1)=[O:24])([CH3:21])([CH3:20])[CH3:19].